From a dataset of Reaction yield outcomes from USPTO patents with 853,638 reactions. Predict the reaction yield, written as a fraction of the theoretical maximum amount of product (1.0 means a 100% yield; for example, 0.34 means a 34% yield). (1) The reactants are [CH2:1]([C:4]1[S:31][C:7]2[N:8]=[C:9]([N:25]3[CH2:29][CH2:28][C@H:27]([NH2:30])[CH2:26]3)[N:10]=[C:11]([N:12]3[CH2:17][CH2:16][N:15]4[C:18]([C:21]([F:24])([F:23])[F:22])=[N:19][N:20]=[C:14]4[CH2:13]3)[C:6]=2[CH:5]=1)[CH2:2][CH3:3].C(N(CC)CC)C.[CH2:39]([O:41][C:42](Cl)=[O:43])[CH3:40]. The catalyst is ClCCl. The product is [CH2:39]([O:41][C:42](=[O:43])[NH:30][C@H:27]1[CH2:28][CH2:29][N:25]([C:9]2[N:10]=[C:11]([N:12]3[CH2:17][CH2:16][N:15]4[C:18]([C:21]([F:22])([F:23])[F:24])=[N:19][N:20]=[C:14]4[CH2:13]3)[C:6]3[CH:5]=[C:4]([CH2:1][CH2:2][CH3:3])[S:31][C:7]=3[N:8]=2)[CH2:26]1)[CH3:40]. The yield is 0.280. (2) The reactants are [NH2:1][C:2]1[N:7]=[C:6]([CH3:8])[C:5](Br)=[CH:4][CH:3]=1.[CH3:10][Si:11]([C:14]#[CH:15])([CH3:13])[CH3:12].O1CCOCC1.O. The catalyst is [Cu]I.C1C=CC(P(C2C=CC=CC=2)C2C=CC=CC=2)=CC=1.C1C=CC(P(C2C=CC=CC=2)C2C=CC=CC=2)=CC=1.Cl[Pd]Cl.C(OCC)(=O)C. The product is [CH3:8][C:6]1[N:7]=[C:2]([NH2:1])[CH:3]=[CH:4][C:5]=1[C:15]#[C:14][Si:11]([CH3:13])([CH3:12])[CH3:10]. The yield is 0.570. (3) The reactants are C[O:2][C:3]1[CH:8]=[CH:7][C:6]([P:9](=[O:24])([C:16]2[CH:21]=[CH:20][C:19]([O:22]C)=[CH:18][CH:17]=2)[C:10]2[CH:15]=[CH:14][CH:13]=[CH:12][CH:11]=2)=[CH:5][CH:4]=1.Br.C(O)(=O)C.C. The catalyst is C(O)C. The product is [OH:2][C:3]1[CH:8]=[CH:7][C:6]([P:9](=[O:24])([C:16]2[CH:17]=[CH:18][C:19]([OH:22])=[CH:20][CH:21]=2)[C:10]2[CH:15]=[CH:14][CH:13]=[CH:12][CH:11]=2)=[CH:5][CH:4]=1. The yield is 0.410. (4) The reactants are Br[CH2:2][C:3]1[CH:13]=[CH:12][C:6]([C:7]([O:9][CH2:10][CH3:11])=[O:8])=[C:5]([O:14][CH2:15][CH3:16])[CH:4]=1. The catalyst is C(O)C. The product is [CH2:15]([O:14][C:5]1[CH:4]=[C:3]([CH2:2][C:7]([O:9][CH2:10][CH3:11])=[O:8])[CH:13]=[CH:12][C:6]=1[C:7]([O:9][CH2:10][CH3:11])=[O:8])[CH3:16]. The yield is 0.880. (5) The reactants are [F:1][C:2]1[CH:3]=[N:4][CH:5]=[CH:6][C:7]=1[C:8]1[N:12]([S:13]([C:16]2[CH:17]=[N:18][CH:19]=[CH:20][CH:21]=2)(=[O:15])=[O:14])[CH:11]=[C:10]([CH2:22][N:23](C)[C:24](=O)[O:25][C:26]([CH3:29])(C)C)[CH:9]=1.[C:32]([O:35]CC)(=[O:34])[CH3:33].Cl.C[OH:40]. No catalyst specified. The product is [C:26]([OH:25])(=[O:40])/[CH:29]=[CH:33]/[C:32]([OH:35])=[O:34].[F:1][C:2]1[CH:3]=[N:4][CH:5]=[CH:6][C:7]=1[C:8]1[N:12]([S:13]([C:16]2[CH:17]=[N:18][CH:19]=[CH:20][CH:21]=2)(=[O:15])=[O:14])[CH:11]=[C:10]([CH2:22][NH:23][CH3:24])[CH:9]=1. The yield is 0.720. (6) The reactants are [F:1][C:2]1[CH:3]=[C:4]([OH:11])[CH:5]=[CH:6][C:7]=1[N+:8]([O-:10])=[O:9].[F:12][C:13]1[CH:20]=[CH:19][C:16]([CH2:17]Br)=[CH:15][CH:14]=1.C(=O)([O-])[O-].[K+].[K+]. The catalyst is CC(C)=O. The product is [F:1][C:2]1[CH:3]=[C:4]([O:11][CH2:17][C:16]2[CH:19]=[CH:20][C:13]([F:12])=[CH:14][CH:15]=2)[CH:5]=[CH:6][C:7]=1[N+:8]([O-:10])=[O:9]. The yield is 0.860.